This data is from Catalyst prediction with 721,799 reactions and 888 catalyst types from USPTO. The task is: Predict which catalyst facilitates the given reaction. (1) Reactant: [H-].[Na+].[OH:3][N:4]=[C:5]([C:7]1[CH:16]=[C:15]2[C:10]([CH2:11][CH2:12][NH:13][CH2:14]2)=[CH:9][CH:8]=1)[NH2:6].[CH2:17]([N:21]1[C:25]([C:26]2[CH:31]=[CH:30][N:29]=[CH:28][CH:27]=2)=[C:24]([C:32](OCC)=O)[CH:23]=[N:22]1)[CH:18]([CH3:20])[CH3:19].O. Product: [CH2:17]([N:21]1[C:25]([C:26]2[CH:27]=[CH:28][N:29]=[CH:30][CH:31]=2)=[C:24]([C:32]2[O:3][N:4]=[C:5]([C:7]3[CH:16]=[C:15]4[C:10]([CH2:11][CH2:12][NH:13][CH2:14]4)=[CH:9][CH:8]=3)[N:6]=2)[CH:23]=[N:22]1)[CH:18]([CH3:20])[CH3:19]. The catalyst class is: 1. (2) Reactant: [CH2:1]([O:3][C:4](=[O:38])[CH:5]=[CH:6][CH:7]1[CH2:9][C:8]1([CH2:28][CH2:29][O:30][Si:31]([C:34]([CH3:37])([CH3:36])[CH3:35])([CH3:33])[CH3:32])[C@@H:10]1[C@:18]2([CH3:19])[C@H:13]([C@@H:14]([O:20][Si:21]([C:24]([CH3:27])([CH3:26])[CH3:25])([CH3:23])[CH3:22])[CH2:15][CH2:16][CH2:17]2)[CH2:12][CH2:11]1)[CH3:2].[H][H].CCCCCC.C(OCC)(=O)C. Product: [CH2:1]([O:3][C:4](=[O:38])[CH2:5][CH2:6][CH2:7][C:8]([C@@H:10]1[C@:18]2([CH3:19])[C@H:13]([C@@H:14]([O:20][Si:21]([C:24]([CH3:27])([CH3:26])[CH3:25])([CH3:22])[CH3:23])[CH2:15][CH2:16][CH2:17]2)[CH2:12][CH2:11]1)([CH3:9])[CH2:28][CH2:29][O:30][Si:31]([C:34]([CH3:37])([CH3:36])[CH3:35])([CH3:33])[CH3:32])[CH3:2]. The catalyst class is: 29. (3) Reactant: [C:1]([O:5][C:6]([N:8]1[CH2:12][CH2:11][C@@H:10]([NH2:13])[CH2:9]1)=[O:7])([CH3:4])([CH3:3])[CH3:2].Cl.[N:15]1[CH:20]=[CH:19][C:18]([C:21](Cl)=[O:22])=[CH:17][CH:16]=1. Product: [C:1]([O:5][C:6]([N:8]1[CH2:12][CH2:11][C@@H:10]([NH:13][C:21]([C:18]2[CH:19]=[CH:20][N:15]=[CH:16][CH:17]=2)=[O:22])[CH2:9]1)=[O:7])([CH3:4])([CH3:2])[CH3:3]. The catalyst class is: 49. (4) Reactant: [NH2:1][C:2]([CH2:9][CH2:10][CH2:11][CH3:12])([CH2:5][CH2:6][CH2:7][CH3:8])[CH2:3][OH:4].Cl[S:14]([OH:17])(=[O:16])=[O:15]. Product: [S:14]([OH:17])([O:4][CH2:3][C:2]([NH2:1])([CH2:9][CH2:10][CH2:11][CH3:12])[CH2:5][CH2:6][CH2:7][CH3:8])(=[O:16])=[O:15]. The catalyst class is: 2. (5) Reactant: C(O)(=O)C.[C:5]([OH:16])(=[O:15])[C:6]1[CH:14]=[CH:13][C:11]([OH:12])=[C:8]([O:9][CH3:10])[CH:7]=1.[N+:17]([O-])([OH:19])=[O:18]. Product: [OH:12][C:11]1[C:8]([O:9][CH3:10])=[CH:7][C:6]([C:5]([OH:16])=[O:15])=[CH:14][C:13]=1[N+:17]([O-:19])=[O:18]. The catalyst class is: 6. (6) Reactant: [Br:1][C:2]1[CH:10]=[CH:9][C:5]([CH:6]=[N:7][OH:8])=[CH:4][C:3]=1[CH3:11].C1C(=O)N(Cl)C(=O)C1.[Cl:20][C:21]1[CH:26]=[C:25]([C:27]([C:29]([F:32])([F:31])[F:30])=[CH2:28])[CH:24]=[C:23]([Cl:33])[CH:22]=1.CCN(CC)CC. The catalyst class is: 18. Product: [Br:1][C:2]1[CH:10]=[CH:9][C:5]([C:6]2[CH2:28][C:27]([C:25]3[CH:24]=[C:23]([Cl:33])[CH:22]=[C:21]([Cl:20])[CH:26]=3)([C:29]([F:30])([F:32])[F:31])[O:8][N:7]=2)=[CH:4][C:3]=1[CH3:11].